This data is from TCR-epitope binding with 47,182 pairs between 192 epitopes and 23,139 TCRs. The task is: Binary Classification. Given a T-cell receptor sequence (or CDR3 region) and an epitope sequence, predict whether binding occurs between them. (1) The epitope is GLCTLVAML. The TCR CDR3 sequence is CASSSSTGDDYTF. Result: 1 (the TCR binds to the epitope). (2) The epitope is EPLPQGQLTAY. The TCR CDR3 sequence is CASSEGQGHQPQHF. Result: 0 (the TCR does not bind to the epitope). (3) The epitope is AIMTRCLAV. The TCR CDR3 sequence is CASSSRDGQEQYF. Result: 0 (the TCR does not bind to the epitope). (4) The epitope is FLRGRAYGL. The TCR CDR3 sequence is CASSVLGTYEQYF. Result: 0 (the TCR does not bind to the epitope). (5) Result: 1 (the TCR binds to the epitope). The epitope is ATDALMTGY. The TCR CDR3 sequence is CASSLRPQLGETQYF. (6) The epitope is RPRGEVRFL. The TCR CDR3 sequence is CASSYGSEQYF. Result: 0 (the TCR does not bind to the epitope). (7) The epitope is KLNVGDYFV. The TCR CDR3 sequence is CASSPDRSPEAFF. Result: 0 (the TCR does not bind to the epitope). (8) The epitope is YLNTLTLAV. The TCR CDR3 sequence is CASSLVYRDYEQYF. Result: 1 (the TCR binds to the epitope). (9) The epitope is KPLEFGATSAAL. The TCR CDR3 sequence is CATSDLLRGTDTQYF. Result: 0 (the TCR does not bind to the epitope). (10) The epitope is GLCTLVAML. The TCR CDR3 sequence is CASSYVWNTEAFF. Result: 0 (the TCR does not bind to the epitope).